Dataset: CYP1A2 inhibition data for predicting drug metabolism from PubChem BioAssay. Task: Regression/Classification. Given a drug SMILES string, predict its absorption, distribution, metabolism, or excretion properties. Task type varies by dataset: regression for continuous measurements (e.g., permeability, clearance, half-life) or binary classification for categorical outcomes (e.g., BBB penetration, CYP inhibition). Dataset: cyp1a2_veith. The molecule is NS(=O)(=O)c1ccc(NC(=O)Nc2ccccc2F)cc1. The result is 1 (inhibitor).